Predict the reactants needed to synthesize the given product. From a dataset of Full USPTO retrosynthesis dataset with 1.9M reactions from patents (1976-2016). (1) Given the product [CH2:32]([O:31][C:29]([N:8]1[C:9]2[C:14](=[CH:13][C:12]([C:15]([F:16])([F:17])[F:18])=[CH:11][CH:10]=2)[C@@H:5]([NH:4][C:3]([O:2][CH3:1])=[O:21])[CH2:6][C@H:7]1[CH2:19][CH3:20])=[O:30])[CH3:33], predict the reactants needed to synthesize it. The reactants are: [CH3:1][O:2][C:3](=[O:21])[NH:4][C@@H:5]1[C:14]2[C:9](=[CH:10][CH:11]=[C:12]([C:15]([F:18])([F:17])[F:16])[CH:13]=2)[NH:8][C@H:7]([CH2:19][CH3:20])[CH2:6]1.N1C=CC=CC=1.Cl[C:29]([O:31][CH2:32][CH3:33])=[O:30]. (2) Given the product [C:26]([O:30][C:31]([C@@H:33]1[CH2:37][CH2:36][S:35](=[O:38])(=[O:39])[N:34]1[CH2:2][C:3]1[CH:25]=[CH:24][CH:23]=[C:5]([CH2:6][O:7][C:8]2[CH:13]=[CH:12][C:11]([C:14]3[CH:19]=[C:18]([F:20])[C:17]([F:21])=[CH:16][C:15]=3[F:22])=[CH:10][CH:9]=2)[CH:4]=1)=[O:32])([CH3:29])([CH3:27])[CH3:28], predict the reactants needed to synthesize it. The reactants are: Br[CH2:2][C:3]1[CH:4]=[C:5]([CH:23]=[CH:24][CH:25]=1)[CH2:6][O:7][C:8]1[CH:13]=[CH:12][C:11]([C:14]2[CH:19]=[C:18]([F:20])[C:17]([F:21])=[CH:16][C:15]=2[F:22])=[CH:10][CH:9]=1.[C:26]([O:30][C:31]([C@@H:33]1[CH2:37][CH2:36][S:35](=[O:39])(=[O:38])[NH:34]1)=[O:32])([CH3:29])([CH3:28])[CH3:27].C(=O)([O-])[O-].[K+].[K+].